Dataset: CYP1A2 inhibition data for predicting drug metabolism from PubChem BioAssay. Task: Regression/Classification. Given a drug SMILES string, predict its absorption, distribution, metabolism, or excretion properties. Task type varies by dataset: regression for continuous measurements (e.g., permeability, clearance, half-life) or binary classification for categorical outcomes (e.g., BBB penetration, CYP inhibition). Dataset: cyp1a2_veith. (1) The drug is CCc1ccc(N(C(=O)CNC(=O)c2cccs2)C(C(=O)NC(C)(C)C)c2cc(OC)c(OC)c(OC)c2)cc1. The result is 0 (non-inhibitor). (2) The compound is CSc1nncn1/N=C/c1ccc2c(c1)OCO2. The result is 1 (inhibitor).